From a dataset of Experimentally validated miRNA-target interactions with 360,000+ pairs, plus equal number of negative samples. Binary Classification. Given a miRNA mature sequence and a target amino acid sequence, predict their likelihood of interaction. The miRNA is hsa-miR-151a-3p with sequence CUAGACUGAAGCUCCUUGAGG. The protein sequence of the target gene is MPRGSRSRTSRVTPPASRAPQMRAAPRRAPAAQPPAAAAPSAVGSPAAAPRQPGLMAQMATTAAGVAVGSAVGHTLGHAITGGFSGGGSAEPAKPDITYQEPQGAQLQNQQSFGPCSLEIKQFLECAQNQSDVKLCEGFNEVLRQCRIANGLM. Result: 0 (no interaction).